Dataset: Reaction yield outcomes from USPTO patents with 853,638 reactions. Task: Predict the reaction yield, written as a fraction of the theoretical maximum amount of product (1.0 means a 100% yield; for example, 0.34 means a 34% yield). (1) The reactants are [CH3:1][O:2][C:3](=[O:16])[C:4]([C:7]1[CH:12]=[CH:11][C:10]([CH2:13][CH2:14][OH:15])=[CH:9][CH:8]=1)([CH3:6])[CH3:5].C(N(CC)CC)C.[CH3:24][S:25](Cl)(=[O:27])=[O:26].ClCCl. The catalyst is O. The product is [CH3:1][O:2][C:3](=[O:16])[C:4]([C:7]1[CH:8]=[CH:9][C:10]([CH2:13][CH2:14][O:15][S:25]([CH3:24])(=[O:27])=[O:26])=[CH:11][CH:12]=1)([CH3:6])[CH3:5]. The yield is 1.00. (2) The reactants are C[CH2:2][N:3]=[C:4]=NCCCN(C)C.Cl.[CH2:13]([O:20][C:21]1[CH:29]=[CH:28][C:24]([C:25](O)=[O:26])=[CH:23][C:22]=1[C:30]([NH:32][C:33]1[CH:38]=[C:37]([C:39]([F:42])([F:41])[F:40])[CH:36]=[C:35]([C:43]([F:46])([F:45])[F:44])[CH:34]=1)=[O:31])[C:14]1[CH:19]=[CH:18][CH:17]=[CH:16][CH:15]=1.Cl.CNC.C(N(CC)CC)C. The catalyst is O1CCCC1.O. The product is [CH2:13]([O:20][C:21]1[CH:29]=[CH:28][C:24]([C:25]([N:3]([CH3:4])[CH3:2])=[O:26])=[CH:23][C:22]=1[C:30]([NH:32][C:33]1[CH:38]=[C:37]([C:39]([F:42])([F:41])[F:40])[CH:36]=[C:35]([C:43]([F:46])([F:45])[F:44])[CH:34]=1)=[O:31])[C:14]1[CH:19]=[CH:18][CH:17]=[CH:16][CH:15]=1. The yield is 0.649. (3) The reactants are Cl.[Cl:2][C:3]1[CH:17]=[CH:16][C:6]2[C:7]([CH:10]3[CH2:15][CH2:14][NH:13][CH2:12][CH2:11]3)=[N:8][O:9][C:5]=2[CH:4]=1.[C:18]([O:22][C:23](=[O:34])[NH:24][C@H:25]1[CH2:30][CH2:29][C@H:28]([CH2:31][CH:32]=O)[CH2:27][CH2:26]1)([CH3:21])([CH3:20])[CH3:19].C(O[BH-](OC(=O)C)OC(=O)C)(=O)C.[Na+]. The catalyst is ClCCCl. The product is [C:18]([O:22][C:23](=[O:34])[NH:24][C@H:25]1[CH2:26][CH2:27][C@H:28]([CH2:31][CH2:32][N:13]2[CH2:12][CH2:11][CH:10]([C:7]3[C:6]4[CH:16]=[CH:17][C:3]([Cl:2])=[CH:4][C:5]=4[O:9][N:8]=3)[CH2:15][CH2:14]2)[CH2:29][CH2:30]1)([CH3:21])([CH3:20])[CH3:19]. The yield is 0.643. (4) The reactants are [CH2:1]([O:3][C@H:4]1[CH2:12][C:11]2[C:6](=[CH:7][CH:8]=[CH:9][CH:10]=2)[C@H:5]1[NH:13][C:14]1[C:19]([CH2:20][CH3:21])=[N:18][C:17](I)=[C:16]([CH2:23][CH3:24])[N:15]=1)[CH3:2].C(=O)([O-])[O-].[Cs+].[Cs+].[CH3:31][C:32]1[CH:37]=[C:36]([CH3:38])[N:35]=[C:34]([OH:39])[CH:33]=1.CNCCNC. The catalyst is CCOC(C)=O.[Cu](I)I. The product is [CH3:31][C:32]1[CH:37]=[C:36]([CH3:38])[N:35]=[C:34]([O:39][C:17]2[N:18]=[C:19]([CH2:20][CH3:21])[C:14]([NH:13][C@@H:5]3[C:6]4[C:11](=[CH:10][CH:9]=[CH:8][CH:7]=4)[CH2:12][C@@H:4]3[O:3][CH2:1][CH3:2])=[N:15][C:16]=2[CH2:23][CH3:24])[CH:33]=1. The yield is 0.340.